From a dataset of Catalyst prediction with 721,799 reactions and 888 catalyst types from USPTO. Predict which catalyst facilitates the given reaction. Reactant: [CH2:1]([O:8][C:9]([NH:11][C@H:12]([C:17]([OH:19])=[O:18])[CH2:13]C(=O)N)=[O:10])[C:2]1[CH:7]=[CH:6][CH:5]=[CH:4][CH:3]=1.C(OCC)(=O)C.C(#[N:28])C.C(O)(=O)C.C(O)(=O)C.I(C1C=CC=CC=1)=O. Product: [NH2:28][CH2:13][C@H:12]([NH:11][C:9]([O:8][CH2:1][C:2]1[CH:3]=[CH:4][CH:5]=[CH:6][CH:7]=1)=[O:10])[C:17]([OH:19])=[O:18]. The catalyst class is: 6.